This data is from Catalyst prediction with 721,799 reactions and 888 catalyst types from USPTO. The task is: Predict which catalyst facilitates the given reaction. Product: [Cl:1][C:2]1[CH:7]=[CH:6][CH:5]=[CH:4][C:3]=1[C:8]1[NH:9][C:10](=[O:23])[C:11]2[O:16][C:15]3[CH:17]=[CH:18][C:19]([OH:21])=[CH:20][C:14]=3[C:12]=2[N:13]=1. Reactant: [Cl:1][C:2]1[CH:7]=[CH:6][CH:5]=[CH:4][C:3]=1[C:8]1[NH:9][C:10](=[O:23])[C:11]2[O:16][C:15]3[CH:17]=[CH:18][C:19]([O:21]C)=[CH:20][C:14]=3[C:12]=2[N:13]=1.O. The catalyst class is: 68.